The task is: Predict the reaction yield, written as a fraction of the theoretical maximum amount of product (1.0 means a 100% yield; for example, 0.34 means a 34% yield).. This data is from Reaction yield outcomes from USPTO patents with 853,638 reactions. (1) The reactants are C([Si](C)(C)[O:6][CH2:7][CH2:8][N:9]1[CH:13]=[CH:12][C:11]([NH:14][C:15](=[O:34])[CH:16]([C:23]2[CH:28]=[CH:27][C:26]([S:29]([CH3:32])(=[O:31])=[O:30])=[C:25]([Cl:33])[CH:24]=2)[CH2:17][CH:18]2[CH2:22][CH2:21][O:20][CH2:19]2)=[N:10]1)(C)(C)C. The catalyst is Cl.C(O)C. The product is [Cl:33][C:25]1[CH:24]=[C:23]([CH:16]([CH2:17][CH:18]2[CH2:22][CH2:21][O:20][CH2:19]2)[C:15]([NH:14][C:11]2[CH:12]=[CH:13][N:9]([CH2:8][CH2:7][OH:6])[N:10]=2)=[O:34])[CH:28]=[CH:27][C:26]=1[S:29]([CH3:32])(=[O:30])=[O:31]. The yield is 0.690. (2) The reactants are FC(F)(F)C1C=C(NC(=O)NC2C=CC(C3SC(CCC(OC)=O)=NC=3)=CC=2)C=CC=1.[NH2:32][C:33]1[CH:38]=[CH:37][C:36]([C:39]2[S:43][C:42]([CH2:44][CH2:45][NH:46][S:47]([C:50]([F:53])([F:52])[F:51])(=[O:49])=[O:48])=[N:41][CH:40]=2)=[CH:35][CH:34]=1.[F:54][C:55]1[CH:56]=[C:57]([N:62]=[C:63]=[O:64])[CH:58]=[C:59]([F:61])[CH:60]=1. No catalyst specified. The product is [F:54][C:55]1[CH:56]=[C:57]([NH:62][C:63](=[O:64])[NH:32][C:33]2[CH:34]=[CH:35][C:36]([C:39]3[S:43][C:42]([CH2:44][CH2:45][NH:46][S:47]([C:50]([F:51])([F:52])[F:53])(=[O:49])=[O:48])=[N:41][CH:40]=3)=[CH:37][CH:38]=2)[CH:58]=[C:59]([F:61])[CH:60]=1. The yield is 0.830. (3) The reactants are [CH3:1][CH:2]([CH2:9][CH2:10][CH2:11][CH:12]([CH3:14])[CH3:13])[CH2:3][CH2:4][Si:5]([Cl:8])([Cl:7])Cl.[CH2:15]([Mg]Br)[CH2:16][CH2:17][CH2:18][CH2:19][CH3:20]. The catalyst is O1CCCC1. The product is [CH3:1][CH:2]([CH2:9][CH2:10][CH2:11][CH:12]([CH3:13])[CH3:14])[CH2:3][CH2:4][Si:5]([CH2:15][CH2:16][CH2:17][CH2:18][CH2:19][CH3:20])([Cl:7])[Cl:8]. The yield is 0.730. (4) The reactants are C([N-]C(C)C)(C)C.[Li+].[F:9][C:10]([F:22])([F:21])[C:11]1[CH:16]=[CH:15][C:14]([CH2:17][C:18]([OH:20])=[O:19])=[CH:13][CH:12]=1.I[CH2:24][CH:25]1[CH2:29][CH2:28][CH2:27][CH2:26]1. The catalyst is O1CCCC1.CN(C)P(N(C)C)(N(C)C)=O.CN(C)P(N(C)C)(N(C)C)=O. The product is [CH:25]1([CH2:24][CH:17]([C:14]2[CH:13]=[CH:12][C:11]([C:10]([F:21])([F:22])[F:9])=[CH:16][CH:15]=2)[C:18]([OH:20])=[O:19])[CH2:29][CH2:28][CH2:27][CH2:26]1. The yield is 0.650. (5) The yield is 1.00. The catalyst is CO. The product is [C:1]([O:5][C:6]([N:8]1[CH2:13][CH2:12][N:11]([CH2:14][C:15]2[N:20]=[C:19]3[N:21]=[C:22]([C:24]4[CH:29]=[CH:28][CH:27]=[C:26]([NH2:30])[CH:25]=4)[O:23][C:18]3=[CH:17][CH:16]=2)[CH2:10][CH2:9]1)=[O:7])([CH3:4])([CH3:2])[CH3:3]. The reactants are [C:1]([O:5][C:6]([N:8]1[CH2:13][CH2:12][N:11]([CH2:14][C:15]2[N:20]=[C:19]3[N:21]=[C:22]([C:24]4[CH:29]=[CH:28][CH:27]=[C:26]([N+:30]([O-])=O)[CH:25]=4)[O:23][C:18]3=[CH:17][CH:16]=2)[CH2:10][CH2:9]1)=[O:7])([CH3:4])([CH3:3])[CH3:2].O.O.[SH-].[Na+]. (6) The reactants are [C:1]([O:5][C:6](=[O:17])[NH:7][C@H:8]([C:11]1[CH:16]=[CH:15][CH:14]=[CH:13][CH:12]=1)[CH2:9][NH2:10])([CH3:4])([CH3:3])[CH3:2].[N+:18]([C:21]1[CH:26]=[CH:25][CH:24]=[CH:23][C:22]=1I)([O-:20])=[O:19].C1(P(C2C=CC=CC=2)C2C3OC4C(=CC=CC=4P(C4C=CC=CC=4)C4C=CC=CC=4)C(C)(C)C=3C=CC=2)C=CC=CC=1.C([O-])([O-])=O.[Cs+].[Cs+]. The catalyst is C1(C)C=CC=CC=1.C1C=CC(/C=C/C(/C=C/C2C=CC=CC=2)=O)=CC=1.C1C=CC(/C=C/C(/C=C/C2C=CC=CC=2)=O)=CC=1.C1C=CC(/C=C/C(/C=C/C2C=CC=CC=2)=O)=CC=1.[Pd].[Pd]. The product is [C:1]([O:5][C:6](=[O:17])[NH:7][C@H:8]([C:11]1[CH:12]=[CH:13][CH:14]=[CH:15][CH:16]=1)[CH2:9][NH:10][C:22]1[CH:23]=[CH:24][CH:25]=[CH:26][C:21]=1[N+:18]([O-:20])=[O:19])([CH3:4])([CH3:2])[CH3:3]. The yield is 0.640.